From a dataset of Peptide-MHC class II binding affinity with 134,281 pairs from IEDB. Regression. Given a peptide amino acid sequence and an MHC pseudo amino acid sequence, predict their binding affinity value. This is MHC class II binding data. (1) The peptide sequence is PELVPEDPEDSA. The binding affinity (normalized) is 0.117. The MHC is HLA-DQA10501-DQB10301 with pseudo-sequence HLA-DQA10501-DQB10301. (2) The peptide sequence is SEIEEFRDRARVPLT. The MHC is HLA-DQA10102-DQB10502 with pseudo-sequence HLA-DQA10102-DQB10502. The binding affinity (normalized) is 0.435. (3) The peptide sequence is ISTNIRQAGVQYSRA. The MHC is DRB1_0901 with pseudo-sequence DRB1_0901. The binding affinity (normalized) is 0.559. (4) The peptide sequence is LSPLTKGILGFVFTL. The MHC is DRB4_0101 with pseudo-sequence DRB4_0103. The binding affinity (normalized) is 0.213. (5) The peptide sequence is QMKDCTERQANFLGKIW. The MHC is HLA-DPA10201-DPB10101 with pseudo-sequence HLA-DPA10201-DPB10101. The binding affinity (normalized) is 0.365. (6) The peptide sequence is RGIEYIQHNGVVQES. The MHC is HLA-DPA10201-DPB10501 with pseudo-sequence HLA-DPA10201-DPB10501. The binding affinity (normalized) is 0.0323.